From a dataset of Reaction yield outcomes from USPTO patents with 853,638 reactions. Predict the reaction yield, written as a fraction of the theoretical maximum amount of product (1.0 means a 100% yield; for example, 0.34 means a 34% yield). (1) The yield is 0.670. The product is [C:1]([O:5][C:6]([N:8]1[CH2:13][CH2:12][O:11][CH2:10][CH:9]1[C:14](=[NH:15])[NH:17][OH:18])=[O:7])([CH3:4])([CH3:3])[CH3:2]. The reactants are [C:1]([O:5][C:6]([N:8]1[CH2:13][CH2:12][O:11][CH2:10][CH:9]1[C:14]#[N:15])=[O:7])([CH3:4])([CH3:3])[CH3:2].Cl.[NH2:17][OH:18].C(=O)([O-])[O-].[Na+].[Na+]. The catalyst is CO.O. (2) The reactants are Cl.[F:2][C:3]1[CH:11]=[C:10]2[C:6]([C:7]([C:21]3[CH:22]=[N:23][N:24]([CH:26]4[CH2:31][CH2:30][NH:29][CH2:28][CH2:27]4)[CH:25]=3)=[CH:8][N:9]2[S:12]([C:15]2[CH:20]=[CH:19][CH:18]=[CH:17][CH:16]=2)(=[O:14])=[O:13])=[CH:5][CH:4]=1.[C:32]([O:35][CH2:36][C:37](Cl)=[O:38])(=[O:34])[CH3:33]. No catalyst specified. The product is [C:32]([O:35][CH2:36][C:37]([N:29]1[CH2:30][CH2:31][CH:26]([N:24]2[CH:25]=[C:21]([C:7]3[C:6]4[C:10](=[CH:11][C:3]([F:2])=[CH:4][CH:5]=4)[N:9]([S:12]([C:15]4[CH:16]=[CH:17][CH:18]=[CH:19][CH:20]=4)(=[O:13])=[O:14])[CH:8]=3)[CH:22]=[N:23]2)[CH2:27][CH2:28]1)=[O:38])(=[O:34])[CH3:33]. The yield is 1.00.